Dataset: Reaction yield outcomes from USPTO patents with 853,638 reactions. Task: Predict the reaction yield, written as a fraction of the theoretical maximum amount of product (1.0 means a 100% yield; for example, 0.34 means a 34% yield). (1) The reactants are Cl[C:2]1[CH:11]=[C:10]([C:12]([N:14]2[CH2:19][CH2:18][CH:17]([N:20]3[CH2:32][CH2:31][CH2:30][C:22]4([C:26](=[O:27])[O:25][C:24]([CH3:29])([CH3:28])[CH2:23]4)[CH2:21]3)[CH2:16][CH2:15]2)=[O:13])[C:9]2[C:4](=[CH:5][CH:6]=[CH:7][CH:8]=2)[N:3]=1.Cl.[NH:34]1[CH2:39][CH2:38][CH:37]([C:40]([O:42][CH2:43][C:44]2[CH:49]=[CH:48][CH:47]=[CH:46][CH:45]=2)=[O:41])[CH2:36][CH2:35]1.C(=O)([O-])[O-].[K+].[K+].CS(C)=O. The catalyst is C(OCC)(=O)C. The product is [CH3:28][C:24]1([CH3:29])[CH2:23][C:22]2([CH2:30][CH2:31][CH2:32][N:20]([CH:17]3[CH2:18][CH2:19][N:14]([C:12]([C:10]4[C:9]5[C:4](=[CH:5][CH:6]=[CH:7][CH:8]=5)[N:3]=[C:2]([N:34]5[CH2:35][CH2:36][CH:37]([C:40]([O:42][CH2:43][C:44]6[CH:45]=[CH:46][CH:47]=[CH:48][CH:49]=6)=[O:41])[CH2:38][CH2:39]5)[CH:11]=4)=[O:13])[CH2:15][CH2:16]3)[CH2:21]2)[C:26](=[O:27])[O:25]1. The yield is 0.830. (2) The reactants are [Br:1][C:2]1[CH:3]=[C:4]([N+:12]([O-:14])=[O:13])[C:5]([CH3:11])=[C:6]([CH:10]=1)[C:7]([OH:9])=[O:8].[C:15]([O-])([O-])=O.[Na+].[Na+].IC. The catalyst is CN(C=O)C.O. The product is [Br:1][C:2]1[CH:3]=[C:4]([N+:12]([O-:14])=[O:13])[C:5]([CH3:11])=[C:6]([CH:10]=1)[C:7]([O:9][CH3:15])=[O:8]. The yield is 0.610. (3) The product is [CH3:39][N:40](/[CH:42]=[N:43]/[S:44]([C:47]1[CH:52]=[CH:51][C:50]([N:53]2[C:57]([CH2:58][C:59]3[CH:64]=[CH:63][CH:62]=[C:61]([CH3:65])[CH:60]=3)=[N:56][C:55](/[CH:66]=[CH:10]/[C:11]3[CH:16]=[CH:15][CH:14]=[CH:13][N:12]=3)=[N:54]2)=[C:49]([F:68])[CH:48]=1)(=[O:46])=[O:45])[CH3:41]. The catalyst is C1COCC1. The yield is 0.380. The reactants are Cl.[Cl-].C1([P+](C2C=CC=CC=2)(C2C=CC=CC=2)[CH2:10][C:11]2[CH:16]=[CH:15][CH:14]=[CH:13][N:12]=2)C=CC=CC=1.C[Si]([N-][Si](C)(C)C)(C)C.[Na+].[CH3:39][N:40](/[CH:42]=[N:43]/[S:44]([C:47]1[CH:52]=[CH:51][C:50]([N:53]2[C:57]([CH2:58][C:59]3[CH:64]=[CH:63][CH:62]=[C:61]([CH3:65])[CH:60]=3)=[N:56][C:55]([CH:66]=O)=[N:54]2)=[C:49]([F:68])[CH:48]=1)(=[O:46])=[O:45])[CH3:41]. (4) The reactants are Br[C:2]1[C:15]2[C:10](=[CH:11][CH:12]=[CH:13][CH:14]=2)[C:9]([C:16]2[CH:21]=[CH:20][C:19]([C:22]3[O:23][C:24]4[CH:30]=[CH:29][CH:28]=[CH:27][C:25]=4[N:26]=3)=[CH:18][CH:17]=2)=[C:8]2[C:3]=1[CH:4]=[CH:5][CH:6]=[CH:7]2.[C:31]1(B(O)O)[C:40]2[C:35](=[CH:36][CH:37]=[CH:38][CH:39]=2)[CH:34]=[CH:33][CH:32]=1.C(=O)([O-])[O-].[Na+].[Na+].C1(C)C=CC=CC=1. The catalyst is C1C=CC([P]([Pd]([P](C2C=CC=CC=2)(C2C=CC=CC=2)C2C=CC=CC=2)([P](C2C=CC=CC=2)(C2C=CC=CC=2)C2C=CC=CC=2)[P](C2C=CC=CC=2)(C2C=CC=CC=2)C2C=CC=CC=2)(C2C=CC=CC=2)C2C=CC=CC=2)=CC=1.O.C(O)C. The product is [C:31]1([C:2]2[C:3]3[C:8](=[CH:7][CH:6]=[CH:5][CH:4]=3)[C:9]([C:16]3[CH:17]=[CH:18][C:19]([C:22]4[O:23][C:24]5[CH:30]=[CH:29][CH:28]=[CH:27][C:25]=5[N:26]=4)=[CH:20][CH:21]=3)=[C:10]3[C:15]=2[CH:14]=[CH:13][CH:12]=[CH:11]3)[C:40]2[C:35](=[CH:36][CH:37]=[CH:38][CH:39]=2)[CH:34]=[CH:33][CH:32]=1. The yield is 0.780.